This data is from Forward reaction prediction with 1.9M reactions from USPTO patents (1976-2016). The task is: Predict the product of the given reaction. (1) Given the reactants [CH3:1][CH:2]1[CH2:7][NH:6][C:5]2[CH:8]=[C:9]([OH:12])[CH:10]=[CH:11][C:4]=2[O:3]1.CS(O[C@@H:18]1[CH2:22][CH2:21][N:20]([C:23]([CH:25]2[CH2:30][CH2:29][O:28][CH2:27][CH2:26]2)=[O:24])[CH2:19]1)(=O)=O.[H-].[Na+], predict the reaction product. The product is: [CH3:1][CH:2]1[CH2:7][NH:6][C:5]2[CH:8]=[C:9]([O:12][C@H:22]3[CH2:18][CH2:19][N:20]([C:23]([CH:25]4[CH2:30][CH2:29][O:28][CH2:27][CH2:26]4)=[O:24])[CH2:21]3)[CH:10]=[CH:11][C:4]=2[O:3]1. (2) Given the reactants [NH:1]1[CH2:6][CH2:5][CH:4]([C:7]2[CH:12]=[CH:11][C:10]([NH:13][C:14]3[N:30]=[C:17]4[C:18]([C:22]5[CH:29]=[CH:28][C:25]([C:26]#[N:27])=[CH:24][CH:23]=5)=[CH:19][CH:20]=[CH:21][N:16]4[N:15]=3)=[CH:9][CH:8]=2)[CH2:3][CH2:2]1.Cl[CH2:32][C:33]([N:35]([CH3:37])[CH3:36])=[O:34], predict the reaction product. The product is: [C:26]([C:25]1[CH:24]=[CH:23][C:22]([C:18]2[C:17]3[N:16]([N:15]=[C:14]([NH:13][C:10]4[CH:9]=[CH:8][C:7]([CH:4]5[CH2:5][CH2:6][N:1]([CH2:32][C:33]([N:35]([CH3:37])[CH3:36])=[O:34])[CH2:2][CH2:3]5)=[CH:12][CH:11]=4)[N:30]=3)[CH:21]=[CH:20][CH:19]=2)=[CH:29][CH:28]=1)#[N:27]. (3) Given the reactants [CH3:1][CH:2]1[CH2:7][CH:6]([C:8]([O:10]C)=[O:9])[CH2:5][CH2:4][N:3]1[C:12]([O:14][C:15]([CH3:18])([CH3:17])[CH3:16])=[O:13].[OH-].[Li+], predict the reaction product. The product is: [C:15]([O:14][C:12]([N:3]1[CH2:4][CH2:5][CH:6]([C:8]([OH:10])=[O:9])[CH2:7][CH:2]1[CH3:1])=[O:13])([CH3:18])([CH3:16])[CH3:17]. (4) Given the reactants [NH:1]1[C:9]2[C:4](=[CH:5][CH:6]=[CH:7][CH:8]=2)[C:3]([C:10]#[N:11])=[N:2]1, predict the reaction product. The product is: [NH:1]1[C:9]2[C:4](=[CH:5][CH:6]=[CH:7][CH:8]=2)[C:3]([CH2:10][NH2:11])=[N:2]1. (5) Given the reactants [OH:1][C:2]1[CH:7]=[CH:6][C:5]([C:8]2([CH2:12][C:13]([O:15][CH2:16][CH3:17])=[O:14])[CH2:11][O:10][CH2:9]2)=[CH:4][CH:3]=1.[Br:18][C:19]1[CH:24]=[CH:23][CH:22]=[C:21]([CH2:25]Br)[CH:20]=1.C(=O)([O-])[O-].[Cs+].[Cs+], predict the reaction product. The product is: [Br:18][C:19]1[CH:20]=[C:21]([CH:22]=[CH:23][CH:24]=1)[CH2:25][O:1][C:2]1[CH:7]=[CH:6][C:5]([C:8]2([CH2:12][C:13]([O:15][CH2:16][CH3:17])=[O:14])[CH2:9][O:10][CH2:11]2)=[CH:4][CH:3]=1. (6) Given the reactants C(O)(C(F)(F)F)=O.C(OC(=O)[NH:14][CH2:15][CH2:16][C:17]1[O:18][C:19]([CH3:22])=[N:20][N:21]=1)(C)(C)C, predict the reaction product. The product is: [CH3:22][C:19]1[O:18][C:17]([CH2:16][CH2:15][NH2:14])=[N:21][N:20]=1.